This data is from Peptide-MHC class I binding affinity with 185,985 pairs from IEDB/IMGT. The task is: Regression. Given a peptide amino acid sequence and an MHC pseudo amino acid sequence, predict their binding affinity value. This is MHC class I binding data. The peptide sequence is SPADERAVA. The MHC is HLA-A30:01 with pseudo-sequence HLA-A30:01. The binding affinity (normalized) is 0.167.